From a dataset of Experimentally validated miRNA-target interactions with 360,000+ pairs, plus equal number of negative samples. Binary Classification. Given a miRNA mature sequence and a target amino acid sequence, predict their likelihood of interaction. (1) The miRNA is hsa-miR-940 with sequence AAGGCAGGGCCCCCGCUCCCC. The protein sequence of the target gene is MGQEEELLRIAKKLEKMVARKNTEGALDLLKKLHSCQMSIQLLQTTRIGVAVNGVRKHCSDKEVVSLAKVLIKNWKRLLDSPGPPKGEKGEEREKAKKKEKGLECSDWKPEAGLSPPRKKREDPKTRRDSVDSKSSASSSPKRPSVERSNSSKSKAESPKTPSSPLTPTFASSMCLLAPCYLTGDSVRDKCVEMLSAALKADDDYKDYGVNCDKMASEIEDHIYQELKSTDMKYRNRVRSRISNLKDPRNPGLRRNVLSGAISAGLIAKMTAEEMASDELRELRNAMTQEAIREHQMAKT.... Result: 1 (interaction). (2) The miRNA is hsa-miR-8081 with sequence CUUGAGUCGUGCCUUUCUGAAUG. The protein sequence of the target gene is MQSPAVLVTSRRLQNAHTGLDLTVPQHQEVRGKMMSGHVEYQILVVTRLAAFKSAKHRPEDVVQFLVSKKYSEIEEFYQKLSSRYAAASLPPLPRKVLFVGESDIRERRAVFNEILRCVSKDAELAGSPELLEFLGTRSPGAAGLTSRDSSVLDGTDSQTGNDEEAFDFFEEQDQVAEEGPPVQSLKGEDAEESLEEEEALDPLGIMRSKKPKKHPKVAVKAKPSPRLTIFDEEVDPDEGLFGPGRKLSPQDPSEDVSSVDPLKLFDDPDLGGAIPLGDSLLLPAACESGGPTPSLSHRD.... Result: 0 (no interaction). (3) The miRNA is hsa-miR-6078 with sequence CCGCCUGAGCUAGCUGUGG. The protein sequence of the target gene is MEDSEALGFEHMGLDPRLLQAVTDLGWSRPTLIQEKAIPLALEGKDLLARARTGSGKTAAYAIPMLQLLLHRKATGPVVEQAVRGLVLVPTKELARQAQSMIQQLATYCARDVRVANVSAAEDSVSQRAVLMEKPDVVVGTPSRILSHLQQDSLKLRDSLELLVVDEADLLFSFGFEEELKSLLCHLPRIYQAFLMSATFNEDVQALKELILHNPVTLKLQESQLPGPDQLQQFQVVCETEEDKFLLLYALLKLSLIRGKSLLFVNTLERSYRLRLFLEQFSIPTCVLNGELPLRSRCHI.... Result: 0 (no interaction).